This data is from Full USPTO retrosynthesis dataset with 1.9M reactions from patents (1976-2016). The task is: Predict the reactants needed to synthesize the given product. Given the product [O:10]([C:11]1[C:20]2[C:15](=[CH:16][CH:17]=[CH:18][CH:19]=2)[N:14]=[CH:13][N:12]=1)[C:21]1[CH:26]=[CH:25][CH:24]=[CH:23][CH:22]=1, predict the reactants needed to synthesize it. The reactants are: N1C2C(=NC=CC=2)N([O:10][C:11]2[C:20]3[C:15](=[CH:16][CH:17]=[CH:18][CH:19]=3)[N:14]=[CH:13][N:12]=2)N=1.[C:21]1(B(O)O)[CH:26]=[CH:25][CH:24]=[CH:23][CH:22]=1.C([O-])([O-])=O.[Cs+].[Cs+].